This data is from Catalyst prediction with 721,799 reactions and 888 catalyst types from USPTO. The task is: Predict which catalyst facilitates the given reaction. (1) Reactant: [CH3:1][O:2][C:3](=[O:16])[CH2:4][C:5]1[C:9]2[CH:10]=[CH:11][C:12]([OH:15])=[C:13]([CH3:14])[C:8]=2[O:7][CH:6]=1. Product: [CH3:1][O:2][C:3](=[O:16])[CH2:4][CH:5]1[C:9]2[CH:10]=[CH:11][C:12]([OH:15])=[C:13]([CH3:14])[C:8]=2[O:7][CH2:6]1. The catalyst class is: 19. (2) Reactant: O1CCC[CH2:2]1.[C:6]([O:17]C)(=O)[C:7]1[CH:15]=[C:13]([OH:14])[C:11]([OH:12])=[C:9]([OH:10])[CH:8]=1.[H-].[Al+3].[Li+].[H-].[H-].[H-].S(=O)(=O)(O)O. Product: [OH:10][C:9]1[CH:8]=[C:7]([CH:15]=[C:13]([OH:14])[C:11]=1[O:12][CH3:2])[CH2:6][OH:17]. The catalyst class is: 84. (3) The catalyst class is: 125. Product: [NH2:5][C:6]1[N:7]=[CH:8][C:9]([C:12]2([CH3:19])[NH:13][C:14](=[O:18])[NH:15][C:16]2=[O:17])=[N:10][CH:11]=1. Reactant: CC(C)(C)C([NH:5][C:6]1[CH:11]=[N:10][C:9]([C:12]2([CH3:19])[C:16](=[O:17])[NH:15][C:14](=[O:18])[NH:13]2)=[CH:8][N:7]=1)=O.[OH-].[Na+]. (4) Reactant: [CH2:1]([N:3]1[CH2:8][CH2:7][N:6]([C:9]2[C:14]3[CH:15]=[CH:16][S:17][C:13]=3[CH:12]=[C:11]([C:18]3[CH:23]=[CH:22][C:21]([O:24]C)=[CH:20][CH:19]=3)[N:10]=2)[CH2:5][CH2:4]1)[CH3:2]. Product: [CH2:1]([N:3]1[CH2:8][CH2:7][N:6]([C:9]2[C:14]3[CH:15]=[CH:16][S:17][C:13]=3[CH:12]=[C:11]([C:18]3[CH:23]=[CH:22][C:21]([OH:24])=[CH:20][CH:19]=3)[N:10]=2)[CH2:5][CH2:4]1)[CH3:2]. The catalyst class is: 201. (5) Reactant: Cl[C:2]1[C:3]2[CH:20]=[CH:19][C:18](=[O:21])[N:17]([C:22]3[C:27]([F:28])=[CH:26][CH:25]=[CH:24][C:23]=3[F:29])[C:4]=2[N:5]=[C:6]([NH:8][CH2:9][CH2:10][CH2:11][N:12]([CH2:15][CH3:16])[CH2:13][CH3:14])[N:7]=1.CC1(C)C(C)(C)OB([C:38]2[CH:46]=[CH:45][C:41]([C:42]([OH:44])=[O:43])=[CH:40][CH:39]=2)O1.C(=O)([O-])[O-].[K+].[K+]. Product: [CH2:13]([N:12]([CH2:15][CH3:16])[CH2:11][CH2:10][CH2:9][NH:8][C:6]1[N:7]=[C:2]([C:38]2[CH:46]=[CH:45][C:41]([C:42]([OH:44])=[O:43])=[CH:40][CH:39]=2)[C:3]2[CH:20]=[CH:19][C:18](=[O:21])[N:17]([C:22]3[C:27]([F:28])=[CH:26][CH:25]=[CH:24][C:23]=3[F:29])[C:4]=2[N:5]=1)[CH3:14]. The catalyst class is: 70. (6) Reactant: N([C:10]([CH3:16])([CH3:15])[C:11]([O:13][CH3:14])=[O:12])=N[C:10]([CH3:16])([CH3:15])[C:11]([O:13][CH3:14])=[O:12].[C:17]1(C(CC([C:17]2[CH:22]=[CH:21][CH:20]=[CH:19][CH:18]=2)(C)C)=C)[CH:22]=[CH:21][CH:20]=[CH:19][CH:18]=1. Product: [C:11]([O:13][CH2:14][C:17]1[CH:22]=[CH:21][CH:20]=[CH:19][CH:18]=1)(=[O:12])[C:10]([CH3:15])=[CH2:16]. The catalyst class is: 270.